Regression. Given two drug SMILES strings and cell line genomic features, predict the synergy score measuring deviation from expected non-interaction effect. From a dataset of NCI-60 drug combinations with 297,098 pairs across 59 cell lines. Drug 1: C1=NC2=C(N1)C(=S)N=CN2. Drug 2: CC(C)NC(=O)C1=CC=C(C=C1)CNNC.Cl. Cell line: OVCAR3. Synergy scores: CSS=25.1, Synergy_ZIP=-2.47, Synergy_Bliss=2.36, Synergy_Loewe=-16.2, Synergy_HSA=-0.307.